From a dataset of Reaction yield outcomes from USPTO patents with 853,638 reactions. Predict the reaction yield, written as a fraction of the theoretical maximum amount of product (1.0 means a 100% yield; for example, 0.34 means a 34% yield). (1) The reactants are [F:1][C:2]1[CH:7]=[C:6]([C:8]2[CH:9]=[C:10]3[C:16](I)=[CH:15][N:14]([S:18]([C:21]4[CH:27]=[CH:26][C:24]([CH3:25])=[CH:23][CH:22]=4)(=[O:20])=[O:19])[C:11]3=[N:12][CH:13]=2)[CH:5]=[CH:4][C:3]=1[C:28]1[CH2:33][CH2:32][N:31]([C:34]([O:36][C:37]([CH3:40])([CH3:39])[CH3:38])=[O:35])[CH2:30][CH:29]=1.[F:41][C:42]1[CH:43]=[C:44]([CH:62]=[CH:63][CH:64]=1)[CH2:45][N:46]1[C:50]([CH3:51])=[C:49](B2OC(C)(C)C(C)(C)O2)[C:48]([CH3:61])=[N:47]1.C(=O)([O-])[O-].[Na+].[Na+]. The catalyst is C1(C)C=CC=CC=1.C(O)C.O.C1C=CC(P(C2C=CC=CC=2)[C-]2C=CC=C2)=CC=1.C1C=CC(P(C2C=CC=CC=2)[C-]2C=CC=C2)=CC=1.Cl[Pd]Cl.[Fe+2]. The product is [F:1][C:2]1[CH:7]=[C:6]([C:8]2[CH:9]=[C:10]3[C:16]([C:49]4[C:48]([CH3:61])=[N:47][N:46]([CH2:45][C:44]5[CH:62]=[CH:63][CH:64]=[C:42]([F:41])[CH:43]=5)[C:50]=4[CH3:51])=[CH:15][N:14]([S:18]([C:21]4[CH:27]=[CH:26][C:24]([CH3:25])=[CH:23][CH:22]=4)(=[O:20])=[O:19])[C:11]3=[N:12][CH:13]=2)[CH:5]=[CH:4][C:3]=1[C:28]1[CH2:33][CH2:32][N:31]([C:34]([O:36][C:37]([CH3:40])([CH3:39])[CH3:38])=[O:35])[CH2:30][CH:29]=1. The yield is 0.748. (2) The reactants are [OH-].[K+].[CH2:3]([O:10][C:11]1[C:12]([CH:20]2[C:28]3[C:23](=[CH:24][CH:25]=[CH:26][CH:27]=3)[N:22]([CH:29]([C:36]3[CH:41]=[CH:40][CH:39]=[CH:38][CH:37]=3)[C:30]3[CH:35]=[CH:34][CH:33]=[CH:32][CH:31]=3)[C:21]2=[O:42])=[CH:13][C:14]2[O:18][CH2:17][O:16][C:15]=2[CH:19]=1)[C:4]1[CH:9]=[CH:8][CH:7]=[CH:6][CH:5]=1.Cl[CH2:44][O:45][CH2:46][C:47]1[CH:52]=[CH:51][CH:50]=[CH:49][CH:48]=1. The catalyst is C1(C)C=CC=CC=1.O1CCCC1.C(OCC)(=O)C. The product is [CH2:3]([O:10][C:11]1[C:12]([C@:20]2([CH2:44][O:45][CH2:46][C:47]3[CH:52]=[CH:51][CH:50]=[CH:49][CH:48]=3)[C:28]3[C:23](=[CH:24][CH:25]=[CH:26][CH:27]=3)[N:22]([CH:29]([C:36]3[CH:41]=[CH:40][CH:39]=[CH:38][CH:37]=3)[C:30]3[CH:31]=[CH:32][CH:33]=[CH:34][CH:35]=3)[C:21]2=[O:42])=[CH:13][C:14]2[O:18][CH2:17][O:16][C:15]=2[CH:19]=1)[C:4]1[CH:9]=[CH:8][CH:7]=[CH:6][CH:5]=1. The yield is 1.00. (3) The yield is 0.640. The reactants are Br[C:2]1[CH:7]=[CH:6][C:5]([Br:8])=[CH:4][CH:3]=1.[Li]CCCC.CON(C)[C:17]([CH:19]1[CH2:23][CH2:22][N:21]([C:24]2[N:29]=[CH:28][CH:27]=[CH:26][N:25]=2)[CH2:20]1)=[O:18].CCOC(C)=O. The product is [Br:8][C:5]1[CH:6]=[CH:7][C:2]([C:17]([CH:19]2[CH2:23][CH2:22][N:21]([C:24]3[N:25]=[CH:26][CH:27]=[CH:28][N:29]=3)[CH2:20]2)=[O:18])=[CH:3][CH:4]=1. The catalyst is C1COCC1.O. (4) The reactants are [Br:1][C:2]1[CH:3]=[C:4]([CH:12]=[CH:13][C:14]=1[F:15])[O:5][CH2:6][C@H:7]([OH:11])[CH2:8][NH:9][CH3:10].[CH3:28][C:27]([O:26][C:24](O[C:24]([O:26][C:27]([CH3:30])([CH3:29])[CH3:28])=[O:25])=[O:25])([CH3:30])[CH3:29]. The yield is 1.00. The catalyst is C(Cl)Cl. The product is [Br:1][C:2]1[CH:3]=[C:4]([CH:12]=[CH:13][C:14]=1[F:15])[O:5][CH2:6][C@H:7]([OH:11])[CH2:8][N:9]([CH3:10])[C:24](=[O:25])[O:26][C:27]([CH3:28])([CH3:29])[CH3:30]. (5) The reactants are [CH2:1]([C@H:3]1[C@@H:7]([C:8]2[N:12]3[C:13]4[CH:19]=[CH:18][N:17](S(C5C=CC(C)=CC=5)(=O)=O)[C:14]=4[N:15]=[CH:16][C:11]3=[N:10][N:9]=2)[CH2:6][C@H:5]([O:30][C:31]2[CH:38]=[CH:37][C:34]([C:35]#[N:36])=[CH:33][CH:32]=2)[CH2:4]1)[CH3:2].C([O-])([O-])=O.[Na+].[Na+]. The catalyst is O1CCOCC1. The product is [CH2:1]([C@H:3]1[C@@H:7]([C:8]2[N:12]3[C:13]4[CH:19]=[CH:18][NH:17][C:14]=4[N:15]=[CH:16][C:11]3=[N:10][N:9]=2)[CH2:6][C@H:5]([O:30][C:31]2[CH:32]=[CH:33][C:34]([C:35]#[N:36])=[CH:37][CH:38]=2)[CH2:4]1)[CH3:2]. The yield is 0.510. (6) The reactants are [O:1]=[C:2]1[C:7]([CH2:8][C:9]2[CH:14]=[CH:13][C:12]([C:15]3[C:16]([C:21]#[N:22])=[CH:17][CH:18]=[CH:19][CH:20]=3)=[CH:11][CH:10]=2)=[C:6]([CH2:23][CH2:24][CH3:25])[N:5]2[N:26]=[CH:27][N:28]=[C:4]2[N:3]1[CH:29]1[CH2:34][CH2:33][C:32](=[O:35])[CH2:31][CH2:30]1.[CH3:36][C:37](O)([CH3:40])[CH2:38][OH:39]. The catalyst is O.C1(C)C=CC(S(O)(=O)=O)=CC=1.C1(C)C=CC=CC=1. The product is [CH3:36][C:37]1([CH3:40])[CH2:38][O:39][C:32]2([CH2:31][CH2:30][CH:29]([N:3]3[C:2](=[O:1])[C:7]([CH2:8][C:9]4[CH:10]=[CH:11][C:12]([C:15]5[C:16]([C:21]#[N:22])=[CH:17][CH:18]=[CH:19][CH:20]=5)=[CH:13][CH:14]=4)=[C:6]([CH2:23][CH2:24][CH3:25])[N:5]4[N:26]=[CH:27][N:28]=[C:4]34)[CH2:34][CH2:33]2)[O:35]1. The yield is 1.00.